From a dataset of NCI-60 drug combinations with 297,098 pairs across 59 cell lines. Regression. Given two drug SMILES strings and cell line genomic features, predict the synergy score measuring deviation from expected non-interaction effect. Drug 1: CC1CCC2CC(C(=CC=CC=CC(CC(C(=O)C(C(C(=CC(C(=O)CC(OC(=O)C3CCCCN3C(=O)C(=O)C1(O2)O)C(C)CC4CCC(C(C4)OC)O)C)C)O)OC)C)C)C)OC. Drug 2: C#CCC(CC1=CN=C2C(=N1)C(=NC(=N2)N)N)C3=CC=C(C=C3)C(=O)NC(CCC(=O)O)C(=O)O. Cell line: K-562. Synergy scores: CSS=79.7, Synergy_ZIP=30.8, Synergy_Bliss=1.31, Synergy_Loewe=24.0, Synergy_HSA=0.703.